This data is from NCI-60 drug combinations with 297,098 pairs across 59 cell lines. The task is: Regression. Given two drug SMILES strings and cell line genomic features, predict the synergy score measuring deviation from expected non-interaction effect. (1) Drug 1: C1=CN(C(=O)N=C1N)C2C(C(C(O2)CO)O)O.Cl. Drug 2: C1=NC2=C(N=C(N=C2N1C3C(C(C(O3)CO)O)O)F)N. Cell line: CAKI-1. Synergy scores: CSS=50.3, Synergy_ZIP=-3.46, Synergy_Bliss=-0.831, Synergy_Loewe=1.25, Synergy_HSA=4.05. (2) Drug 2: C1=C(C(=O)NC(=O)N1)F. Cell line: A549. Drug 1: CC1C(C(CC(O1)OC2CC(CC3=C2C(=C4C(=C3O)C(=O)C5=C(C4=O)C(=CC=C5)OC)O)(C(=O)CO)O)N)O.Cl. Synergy scores: CSS=48.6, Synergy_ZIP=1.71, Synergy_Bliss=0.973, Synergy_Loewe=0.831, Synergy_HSA=1.74. (3) Drug 1: CC1=C(C=C(C=C1)NC2=NC=CC(=N2)N(C)C3=CC4=NN(C(=C4C=C3)C)C)S(=O)(=O)N.Cl. Drug 2: CC1=C(C=C(C=C1)NC(=O)C2=CC=C(C=C2)CN3CCN(CC3)C)NC4=NC=CC(=N4)C5=CN=CC=C5. Cell line: DU-145. Synergy scores: CSS=-9.88, Synergy_ZIP=3.30, Synergy_Bliss=-3.56, Synergy_Loewe=-8.00, Synergy_HSA=-8.83. (4) Drug 1: CC1=C(C=C(C=C1)NC(=O)C2=CC=C(C=C2)CN3CCN(CC3)C)NC4=NC=CC(=N4)C5=CN=CC=C5. Drug 2: CCC1(CC2CC(C3=C(CCN(C2)C1)C4=CC=CC=C4N3)(C5=C(C=C6C(=C5)C78CCN9C7C(C=CC9)(C(C(C8N6C)(C(=O)OC)O)OC(=O)C)CC)OC)C(=O)OC)O.OS(=O)(=O)O. Cell line: IGROV1. Synergy scores: CSS=1.40, Synergy_ZIP=-1.87, Synergy_Bliss=-0.997, Synergy_Loewe=-2.81, Synergy_HSA=-1.08. (5) Drug 1: CCC1=CC2CC(C3=C(CN(C2)C1)C4=CC=CC=C4N3)(C5=C(C=C6C(=C5)C78CCN9C7C(C=CC9)(C(C(C8N6C)(C(=O)OC)O)OC(=O)C)CC)OC)C(=O)OC.C(C(C(=O)O)O)(C(=O)O)O. Drug 2: C1CC(=O)NC(=O)C1N2C(=O)C3=CC=CC=C3C2=O. Cell line: OVCAR3. Synergy scores: CSS=60.6, Synergy_ZIP=5.07, Synergy_Bliss=5.74, Synergy_Loewe=-46.1, Synergy_HSA=-1.10. (6) Drug 1: C1=CN(C=N1)CC(O)(P(=O)(O)O)P(=O)(O)O. Drug 2: CC1C(C(CC(O1)OC2CC(OC(C2O)C)OC3=CC4=CC5=C(C(=O)C(C(C5)C(C(=O)C(C(C)O)O)OC)OC6CC(C(C(O6)C)O)OC7CC(C(C(O7)C)O)OC8CC(C(C(O8)C)O)(C)O)C(=C4C(=C3C)O)O)O)O. Cell line: 786-0. Synergy scores: CSS=44.3, Synergy_ZIP=0.571, Synergy_Bliss=0.628, Synergy_Loewe=-18.2, Synergy_HSA=-0.377.